From a dataset of Experimentally validated miRNA-target interactions with 360,000+ pairs, plus equal number of negative samples. Binary Classification. Given a miRNA mature sequence and a target amino acid sequence, predict their likelihood of interaction. (1) The protein sequence of the target gene is MEGAMAVRVTAAHTAEAQAEAGREAGEGAVAAVAAALAPSGFLGLPAPFSEEDEDDVHRCGRCQAEFTALEDFVQHKIQKACQRAPPEALPATPATTALLGQEVVPAAPGPEEPITVAHIVVEAASLAADISHASDLVGGGHIKEVIVAAEAELGDGEMAEAPGSPRQQGLGLAGEGEQAQVKLLVNKDGRYVCALCHKTFKTGSILKAHMVTHSSRKDHECKLCGASFRTKGSLIRHHRRHTDERPYKCSKCGKSFRESGALTRHLKSLTPCTEKIRFSVSKDVVVSKEDARAGSGAGA.... Result: 0 (no interaction). The miRNA is hsa-miR-141-5p with sequence CAUCUUCCAGUACAGUGUUGGA. (2) The miRNA is hsa-miR-490-3p with sequence CAACCUGGAGGACUCCAUGCUG. The protein sequence of the target gene is MAMSSFLINSNYVDPKFPPCEEYSQSDYLPSDHSPGYYAGGQRRESGFQPEAAFGRRAPCTVQRYAACRDPGPPPPPPPPPPPPPPGLSPRAPVQPTAGALLPEPGQRSEAVSSSPPPPPCAQNPLHPSPSHSACKEPVVYPWMRKVHVSTVNPNYAGGEPKRSRTAYTRQQVLELEKEFHYNRYLTRRRRVEIAHALCLSERQIKIWFQNRRMKWKKDHKLPNTKIRSGGTAGAAGGPPGRPNGGPPAL. Result: 0 (no interaction). (3) The miRNA is cel-miR-265 with sequence UGAGGGAGGAAGGGUGGUAU. The protein sequence of the target gene is MKSALCSRFFILLPWILIVIIMLDVDPRRPAPQLTSRPYFSPHAVGCGGSRVPLRRSSPGRDAAEKRNESRPQLQPEPRLPTIYAITPTYSRPVQKAELTRLANTFRQVAQLHWILVEDRATRSELVSSFLARAGLPNTHLHVPTPRRYKRPWLPRATEQRNAGLAWLRQRHQHQSAQPGVLFFADDDNTYSLELFQEMRTTRKVSVWPVGLVGGRRYERPLVKNGKVVGWYTGWREDRPFAIDMAGFAVSLQVILSNPKAVFKRRGSQPGMQESDFLKQITTVEELEPKASNCTKVLVW.... Result: 0 (no interaction). (4) The miRNA is hsa-miR-519c-5p with sequence CUCUAGAGGGAAGCGCUUUCUG. The protein sequence of the target gene is MDTKEEKKERKQSYFARLKKKKQAKQNAETASAVATRTHTGKEDNNTVVLEPDKCNIAVEEEYMTDEKKKRKSNQLKEIRRTELKRYYSIDDNQNKTHDKKEKKMVVQKPHGTMEYTAGNQDTLNSIALKFNITPNKLVELNKLFTHTIVPGQVLFVPDANSPSSTLRLSSSSPGATVSPSSSDAEYDKLPDADLARKALKPIERVLSSTSEEDEPGVVKFLKMNCRYFTDGKGVVGGVMIVTPNNIMFDPHKSDPLVIENGCEEYGLICPMEEVVSIALYNDISHMKIKDALPSDLPQD.... Result: 0 (no interaction). (5) The protein sequence of the target gene is MFTELRSKLSPPRGRAGAVRAGFGERRDVDATAHFSFCRTLLEHTVSAESIPCHLPRTPGTSLTWHDSRSQRAASSRPIKLLQQPGTDTPQGRLYSDHYGLYHTSPSLGGLTRPVVLWSQQDVCKWLKKHCPHNYLVYVEAFSQHAITGRALLRLNAEKLQRMGLAQEAQRQEVLQQVLRLQVREEGRSLQLLSQASFGKMS. The miRNA is mmu-miR-203-3p with sequence GUGAAAUGUUUAGGACCACUAG. Result: 0 (no interaction). (6) The miRNA is mmu-miR-449b with sequence AGGCAGUGUUGUUAGCUGGC. The protein sequence of the target gene is MQPYQRLLALGFLLLTLPWGQTSEFQDSDLLQFLGLEKAPSPHRFQPVPRVLRKIIRAREAAAASGASQDLCYVKELGVRGNLLQLLPDQGFFLNTQKPFQDGSCLQKVLYFNLSAIKEKAKLTMAQLTLDLGPRSYYNLRPELVVALSVVQDRGVWGRSHPKVGRLLFLRSVPGPQGQLQFNLQGALKDWSSNRLKNLDLHLEILVKEDRYSRVTVQPENPCDRLLRSLHASLLVVTLNPKHCHPSSRKRRAAISVPKGFCRNFCHRHQLFINFQDLGWHKWVIAPKGFMANYCHGECP.... Result: 0 (no interaction).